Task: Regression. Given a peptide amino acid sequence and an MHC pseudo amino acid sequence, predict their binding affinity value. This is MHC class I binding data.. Dataset: Peptide-MHC class I binding affinity with 185,985 pairs from IEDB/IMGT (1) The peptide sequence is SYWVRANFK. The MHC is HLA-B57:01 with pseudo-sequence HLA-B57:01. The binding affinity (normalized) is 0.0847. (2) The peptide sequence is RVACRDVEV. The MHC is HLA-B57:01 with pseudo-sequence HLA-B57:01. The binding affinity (normalized) is 0.0847. (3) The peptide sequence is IDPLENTDFKA. The MHC is Mamu-A01 with pseudo-sequence Mamu-A01. The binding affinity (normalized) is 0.